The task is: Predict the reaction yield, written as a fraction of the theoretical maximum amount of product (1.0 means a 100% yield; for example, 0.34 means a 34% yield).. This data is from Reaction yield outcomes from USPTO patents with 853,638 reactions. (1) The reactants are [Br:1][C:2]1[CH:3]=[CH:4][C:5]2[O:11][CH2:10][CH:9]3[CH2:12][N:13]([C:16]([O:18][C:19]([CH3:22])([CH3:21])[CH3:20])=[O:17])[CH2:14][CH2:15][N:8]3[C:7](=O)[C:6]=2[CH:24]=1.B.O1CCCC1.CO.[OH-].[Na+]. The catalyst is O1CCCC1. The product is [Br:1][C:2]1[CH:3]=[CH:4][C:5]2[O:11][CH2:10][CH:9]3[CH2:12][N:13]([C:16]([O:18][C:19]([CH3:21])([CH3:20])[CH3:22])=[O:17])[CH2:14][CH2:15][N:8]3[CH2:7][C:6]=2[CH:24]=1. The yield is 0.679. (2) The reactants are [CH2:1]([C:3]([C:20]1[CH:33]=[CH:32][C:23]([O:24][CH2:25][C@H:26]2[O:30][C:29](=[O:31])[CH2:28][CH2:27]2)=[C:22]([CH3:34])[CH:21]=1)([C:6]1[CH:11]=[CH:10][C:9]([CH2:12][S:13]([C:15]([CH3:18])([CH3:17])[CH3:16])=[O:14])=[C:8]([CH3:19])[CH:7]=1)[CH2:4][CH3:5])[CH3:2].[OH-:35].[K+]. The catalyst is CO. The product is [CH2:4]([C:3]([C:20]1[CH:33]=[CH:32][C:23]([O:24][CH2:25][C@@H:26]([OH:35])[CH2:27][CH2:28][C:29]([OH:30])=[O:31])=[C:22]([CH3:34])[CH:21]=1)([C:6]1[CH:11]=[CH:10][C:9]([CH2:12][S:13]([C:15]([CH3:18])([CH3:16])[CH3:17])=[O:14])=[C:8]([CH3:19])[CH:7]=1)[CH2:1][CH3:2])[CH3:5]. The yield is 0.222. (3) The reactants are [NH2:1][C:2]1[N:7]=[CH:6][N:5]=[C:4]2[N:8]([C@@H:12]3[CH2:17][CH2:16][CH2:15][N:14]([C:18]([O:20][C:21]([CH3:24])([CH3:23])[CH3:22])=[O:19])[CH2:13]3)[N:9]=[C:10](I)[C:3]=12.[F:25][C:26]1[CH:47]=[CH:46][CH:45]=[C:44]([F:48])[C:27]=1[O:28][C:29]1[CH:34]=[CH:33][C:32](B2OC(C)(C)C(C)(C)O2)=[CH:31][CH:30]=1.C(=O)([O-])[O-].[Na+].[Na+]. The catalyst is O1CCOCC1.O.C1C=CC([P]([Pd]([P](C2C=CC=CC=2)(C2C=CC=CC=2)C2C=CC=CC=2)([P](C2C=CC=CC=2)(C2C=CC=CC=2)C2C=CC=CC=2)[P](C2C=CC=CC=2)(C2C=CC=CC=2)C2C=CC=CC=2)(C2C=CC=CC=2)C2C=CC=CC=2)=CC=1. The product is [NH2:1][C:2]1[N:7]=[CH:6][N:5]=[C:4]2[N:8]([C@@H:12]3[CH2:17][CH2:16][CH2:15][N:14]([C:18]([O:20][C:21]([CH3:24])([CH3:23])[CH3:22])=[O:19])[CH2:13]3)[N:9]=[C:10]([C:32]3[CH:31]=[CH:30][C:29]([O:28][C:27]4[C:44]([F:48])=[CH:45][CH:46]=[CH:47][C:26]=4[F:25])=[CH:34][CH:33]=3)[C:3]=12. The yield is 0.850. (4) The reactants are [C:1]([CH2:3][CH2:4][C:5]1[CH:6]=[C:7]([C:15]2[N:16]=[C:17]([CH2:20][N:21]3[CH:25]=[C:24]([C:26]([O:28][CH2:29][CH3:30])=[O:27])[CH:23]=[N:22]3)[S:18][CH:19]=2)[CH:8]=[C:9]([C:11]([F:14])([F:13])[F:12])[CH:10]=1)#[N:2].P([S-])(OCC)(OCC)=[S:32].C(=O)([O-])O.[Na+]. The catalyst is C(OC(=O)C)C.Cl. The product is [NH2:2][C:1](=[S:32])[CH2:3][CH2:4][C:5]1[CH:6]=[C:7]([C:15]2[N:16]=[C:17]([CH2:20][N:21]3[CH:25]=[C:24]([C:26]([O:28][CH2:29][CH3:30])=[O:27])[CH:23]=[N:22]3)[S:18][CH:19]=2)[CH:8]=[C:9]([C:11]([F:12])([F:13])[F:14])[CH:10]=1. The yield is 0.660. (5) The reactants are [C:1]1([CH3:9])[CH:6]=[CH:5][C:4]([Mg]Br)=[CH:3][CH:2]=1.[Br:10][C:11]1[CH:12]=[C:13]2[C:18](=[CH:19][CH:20]=1)[C:17](=O)[CH2:16][CH2:15][C:14]2([CH3:23])[CH3:22].C1(C)C=CC(S(O)(=O)=O)=CC=1.O. The catalyst is C(OCC)C.ClCCl. The product is [Br:10][C:11]1[CH:12]=[C:13]2[C:18]([C:17]([C:4]3[CH:5]=[CH:6][C:1]([CH3:9])=[CH:2][CH:3]=3)=[CH:16][CH2:15][C:14]2([CH3:23])[CH3:22])=[CH:19][CH:20]=1. The yield is 0.650. (6) The reactants are [Br:1][C:2]1[CH:7]=[CH:6][C:5]([O:8][CH3:9])=[C:4]([F:10])[CH:3]=1.[CH3:11][CH:12](O)[CH3:13].OS(O)(=O)=O. No catalyst specified. The product is [Br:1][C:2]1[CH:3]=[C:4]([F:10])[C:5]([O:8][CH3:9])=[C:6]([CH:12]([CH3:13])[CH3:11])[CH:7]=1. The yield is 0.380. (7) The reactants are [CH2:1]([NH:4][C:5]1[N:6]=[C:7](Cl)[C:8]2[CH:13]=[CH:12][N:11]([CH3:14])[C:9]=2[N:10]=1)[CH2:2][CH3:3].C(O)CCC.C(=O)([O-])[O-].[K+].[K+].Cl.[NH:28]1[CH2:33][CH2:32][CH:31]([OH:34])[CH2:30][CH2:29]1. The catalyst is O. The product is [CH2:1]([NH:4][C:5]1[N:6]=[C:7]([N:28]2[CH2:33][CH2:32][CH:31]([OH:34])[CH2:30][CH2:29]2)[C:8]2[CH:13]=[CH:12][N:11]([CH3:14])[C:9]=2[N:10]=1)[CH2:2][CH3:3]. The yield is 0.750. (8) The reactants are [F:1][CH2:2][CH2:3][N:4]1[C:9](=[O:10])[C:8]2[C:11]([C:32]3[CH:37]=[CH:36][CH:35]=[CH:34][CH:33]=3)=[C:12]([C:14]3[CH:19]=[CH:18][C:17]([C:20]4([NH:24][C:25](=[O:31])[O:26][C:27]([CH3:30])([CH3:29])[CH3:28])[CH2:23][CH2:22][CH2:21]4)=[CH:16][CH:15]=3)[O:13][C:7]=2[N:6]=[C:5]1[S:38][CH3:39].[OH:40]OS([O-])=O.[K+]. The catalyst is C1COCC1.CO.O.CCOC(C)=O. The product is [F:1][CH2:2][CH2:3][N:4]1[C:9](=[O:10])[C:8]2[C:11]([C:32]3[CH:33]=[CH:34][CH:35]=[CH:36][CH:37]=3)=[C:12]([C:14]3[CH:15]=[CH:16][C:17]([C:20]4([NH:24][C:25](=[O:31])[O:26][C:27]([CH3:29])([CH3:30])[CH3:28])[CH2:21][CH2:22][CH2:23]4)=[CH:18][CH:19]=3)[O:13][C:7]=2[N:6]=[C:5]1[S:38]([CH3:39])=[O:40]. The yield is 0.300. (9) The reactants are C[Si](C)(C)[N-][Si](C)(C)C.[Li+].[F:11][C:12]([F:22])([F:21])[C@H:13]([CH3:20])[CH2:14][C:15]([O:17][CH2:18][CH3:19])=[O:16].Br[C:24]1[CH:29]=[CH:28][C:27]([CH2:30][CH3:31])=[CH:26][CH:25]=1.C1CCCCC1. The catalyst is C1(C)C=CC=CC=1.C([O-])(=O)C.[Pd+2].C([O-])(=O)C.C1(P(C2CCCCC2)C2C=CC=CC=2C2C=CC=CC=2N(C)C)CCCCC1.C1CCCCC1.C(OCC)(=O)C. The product is [CH2:30]([C:27]1[CH:28]=[CH:29][C:24]([CH:14]([C@@H:13]([CH3:20])[C:12]([F:21])([F:22])[F:11])[C:15]([O:17][CH2:18][CH3:19])=[O:16])=[CH:25][CH:26]=1)[CH3:31]. The yield is 0.649. (10) The product is [CH3:14][S:11]([N:7]1[C:8]2[C:4](=[CH:3][C:2]([B:15]3[O:19][C:18]([CH3:21])([CH3:20])[C:17]([CH3:23])([CH3:22])[O:16]3)=[CH:10][CH:9]=2)[CH:5]=[CH:6]1)(=[O:13])=[O:12]. The catalyst is O1CCOCC1.CCOCC.C1C=CC(P([C]2[CH][CH][CH][CH]2)C2C=CC=CC=2)=CC=1.C1C=CC(P([C]2[CH][CH][CH][CH]2)C2C=CC=CC=2)=CC=1.Cl[Pd]Cl.[Fe].C(Cl)Cl. The reactants are Br[C:2]1[CH:3]=[C:4]2[C:8](=[CH:9][CH:10]=1)[N:7]([S:11]([CH3:14])(=[O:13])=[O:12])[CH:6]=[CH:5]2.[B:15]1([B:15]2[O:19][C:18]([CH3:21])([CH3:20])[C:17]([CH3:23])([CH3:22])[O:16]2)[O:19][C:18]([CH3:21])([CH3:20])[C:17]([CH3:23])([CH3:22])[O:16]1.C([O-])(=O)C.[K+]. The yield is 0.660.